From a dataset of Peptide-MHC class I binding affinity with 185,985 pairs from IEDB/IMGT. Regression. Given a peptide amino acid sequence and an MHC pseudo amino acid sequence, predict their binding affinity value. This is MHC class I binding data. (1) The peptide sequence is SLLGSALLK. The MHC is HLA-A03:01 with pseudo-sequence HLA-A03:01. The binding affinity (normalized) is 0.885. (2) The peptide sequence is RLSLNRTIV. The MHC is HLA-A02:01 with pseudo-sequence HLA-A02:01. The binding affinity (normalized) is 0.377. (3) The peptide sequence is ALALLLLDR. The MHC is HLA-A11:01 with pseudo-sequence HLA-A11:01. The binding affinity (normalized) is 0.175.